Predict the reaction yield, written as a fraction of the theoretical maximum amount of product (1.0 means a 100% yield; for example, 0.34 means a 34% yield). From a dataset of Reaction yield outcomes from USPTO patents with 853,638 reactions. (1) The reactants are F[C:2]1[CH:7]=[CH:6][C:5]([N+:8]([O-:10])=[O:9])=[CH:4][CH:3]=1.[C:11]1([CH:17]2[CH2:22][CH2:21][NH:20][CH2:19][CH2:18]2)[CH:16]=[CH:15][CH:14]=[CH:13][CH:12]=1.C(=O)([O-])[O-].[K+].[K+].[Al]. The catalyst is O.CS(C)=O. The product is [N+:8]([C:5]1[CH:6]=[CH:7][C:2]([N:20]2[CH2:21][CH2:22][CH:17]([C:11]3[CH:16]=[CH:15][CH:14]=[CH:13][CH:12]=3)[CH2:18][CH2:19]2)=[CH:3][CH:4]=1)([O-:10])=[O:9]. The yield is 0.860. (2) The reactants are [CH3:1][C:2]1[CH:7]=[C:6]([N:8]2[CH2:12][CH2:11][C@H:10]([CH2:13][N:14]3[CH2:18][CH2:17][CH2:16][C@@H:15]3[CH3:19])[CH2:9]2)[CH:5]=[CH:4][C:3]=1[NH2:20].[O:21]1[CH:25]=[CH:24][C:23]([C:26](Cl)=[O:27])=[CH:22]1. No catalyst specified. The product is [CH3:1][C:2]1[CH:7]=[C:6]([N:8]2[CH2:12][CH2:11][C@H:10]([CH2:13][N:14]3[CH2:18][CH2:17][CH2:16][C@@H:15]3[CH3:19])[CH2:9]2)[CH:5]=[CH:4][C:3]=1[NH:20][C:26]([C:23]1[CH:24]=[CH:25][O:21][CH:22]=1)=[O:27]. The yield is 0.350. (3) The reactants are [C:1]1(=[O:8])[O:7][CH2:6][CH2:5][CH2:4][CH2:3][CH2:2]1.S(=O)(=O)(O)O.[C:14](OCC)(=[O:16])C.CCCCCC. The catalyst is CO. The product is [OH:16][CH2:14][CH2:5][CH2:4][CH2:3][CH2:2][C:1]([O:7][CH3:6])=[O:8]. The yield is 0.640. (4) The reactants are [Cl:1][C:2]1[CH:3]=[C:4]([CH:8]=[C:9]([OH:11])[CH:10]=1)[C:5](O)=[O:6].C(Cl)(=O)C(Cl)=O.N.CC[N:21](C(C)C)C(C)C. The catalyst is C(Cl)Cl.CO.CN(C=O)C. The product is [Cl:1][C:2]1[CH:3]=[C:4]([CH:8]=[C:9]([OH:11])[CH:10]=1)[C:5]([NH2:21])=[O:6]. The yield is 0.570. (5) The reactants are C(OC([N:8]1[CH2:13][CH2:12][N:11]([S:14]([C:17]2[CH:22]=[CH:21][C:20]([NH:23][C:24]3[N:25]=[N:26][C:27]4[CH:33]=[C:32]([C:34]5[C:39]([Cl:40])=[CH:38][CH:37]=[CH:36][C:35]=5[Cl:41])[CH:31]=[C:30]([CH3:42])[C:28]=4[N:29]=3)=[CH:19][CH:18]=2)(=[O:16])=[O:15])[CH2:10][CH2:9]1)=O)(C)(C)C.[C:43]([OH:49])([C:45]([F:48])([F:47])[F:46])=[O:44]. The catalyst is C(Cl)Cl. The product is [OH:49][C:43]([C:45]([F:48])([F:47])[F:46])=[O:44].[Cl:40][C:39]1[CH:38]=[CH:37][CH:36]=[C:35]([Cl:41])[C:34]=1[C:32]1[CH:31]=[C:30]([CH3:42])[C:28]2[N:29]=[C:24]([NH:23][C:20]3[CH:19]=[CH:18][C:17]([S:14]([N:11]4[CH2:10][CH2:9][NH:8][CH2:13][CH2:12]4)(=[O:16])=[O:15])=[CH:22][CH:21]=3)[N:25]=[N:26][C:27]=2[CH:33]=1. The yield is 0.990. (6) The reactants are C([O:5][C:6](=[O:38])[C:7]([CH3:37])([S:9][C:10]1[CH:36]=[CH:35][C:13]([C:14]([O:16][CH2:17][C:18]2[N:19]=[N:20][N:21]([CH2:23][C:24]3[CH:29]=[CH:28][C:27]([O:30][C:31]([F:34])([F:33])[F:32])=[CH:26][CH:25]=3)[CH:22]=2)=[O:15])=[CH:12][CH:11]=1)[CH3:8])(C)(C)C.Cl. The catalyst is O1CCOCC1. The product is [CH3:37][C:7]([S:9][C:10]1[CH:11]=[CH:12][C:13]([C:14]([O:16][CH2:17][C:18]2[N:19]=[N:20][N:21]([CH2:23][C:24]3[CH:25]=[CH:26][C:27]([O:30][C:31]([F:34])([F:33])[F:32])=[CH:28][CH:29]=3)[CH:22]=2)=[O:15])=[CH:35][CH:36]=1)([CH3:8])[C:6]([OH:38])=[O:5]. The yield is 0.870. (7) The catalyst is CN(C)C1C=CN=CC=1.ClCCl.CCCCCC. The reactants are [Cl:1][C:2]1[CH:7]=[CH:6][C:5]([S:8]([CH:11]([C:21]2[CH:26]=[C:25]([F:27])[CH:24]=[CH:23][C:22]=2[F:28])[C:12]2[N:17]=[CH:16][C:15]([C:18]([OH:20])=O)=[CH:14][CH:13]=2)(=[O:10])=[O:9])=[CH:4][CH:3]=1.C(N(CC)CC)C.Cl.C(N=C=NCCCN(C)C)C.Cl.[CH2:49]([NH:51][CH2:52][C:53]([OH:55])=[O:54])[CH3:50]. The yield is 0.790. The product is [CH2:49]([N:51]([C:18](=[O:20])[C:15]1[CH:14]=[CH:13][C:12]([CH:11]([S:8]([C:5]2[CH:6]=[CH:7][C:2]([Cl:1])=[CH:3][CH:4]=2)(=[O:10])=[O:9])[C:21]2[CH:26]=[C:25]([F:27])[CH:24]=[CH:23][C:22]=2[F:28])=[N:17][CH:16]=1)[CH2:52][C:53]([OH:55])=[O:54])[CH3:50].